Dataset: Reaction yield outcomes from USPTO patents with 853,638 reactions. Task: Predict the reaction yield, written as a fraction of the theoretical maximum amount of product (1.0 means a 100% yield; for example, 0.34 means a 34% yield). The reactants are [N:1]#[C:2][NH2:3].[OH:4][CH:5]1[CH2:10][CH2:9][N:8]([C:11]([O:13][CH2:14][C:15]2[CH:20]=[CH:19][CH:18]=[CH:17][CH:16]=2)=[O:12])[CH2:7][CH2:6]1.[S:21]([OH:28])([C:24]([F:27])([F:26])[F:25])(=[O:23])=[O:22]. The catalyst is C1COCC1. The product is [OH:28][S:21]([C:24]([F:27])([F:26])[F:25])(=[O:23])=[O:22].[NH2:1][CH:2]([NH2:3])[O:4][CH:5]1[CH2:6][CH2:7][N:8]([C:11]([O:13][CH2:14][C:15]2[CH:20]=[CH:19][CH:18]=[CH:17][CH:16]=2)=[O:12])[CH2:9][CH2:10]1. The yield is 1.08.